Predict the reactants needed to synthesize the given product. From a dataset of Full USPTO retrosynthesis dataset with 1.9M reactions from patents (1976-2016). (1) Given the product [F:31][C:28]([F:29])([F:30])[C:26]1[CH:25]=[C:5]([CH:4]=[C:3]([C:2]([F:1])([F:32])[F:33])[CH:27]=1)[C:6]([N:8]1[CH2:9][CH2:10][C:11]2([C:15](=[O:16])[N:14]([CH2:35][CH2:36][O:37][CH3:38])[CH2:13][CH:12]2[C:17]2[CH:18]=[CH:19][CH:20]=[CH:21][CH:22]=2)[CH2:23][CH2:24]1)=[O:7], predict the reactants needed to synthesize it. The reactants are: [F:1][C:2]([F:33])([F:32])[C:3]1[CH:4]=[C:5]([CH:25]=[C:26]([C:28]([F:31])([F:30])[F:29])[CH:27]=1)[C:6]([N:8]1[CH2:24][CH2:23][C:11]2([C:15](=[O:16])[NH:14][CH2:13][CH:12]2[C:17]2[CH:22]=[CH:21][CH:20]=[CH:19][CH:18]=2)[CH2:10][CH2:9]1)=[O:7].Cl[CH2:35][CH2:36][O:37][CH3:38]. (2) Given the product [C:1]1([CH3:16])[CH:6]=[CH:5][C:4]([C:7]2[CH:15]=[CH:14][CH:13]=[CH:12][C:8]=2[C:9]#[N:11])=[CH:3][CH:2]=1, predict the reactants needed to synthesize it. The reactants are: [C:1]1([CH3:16])[CH:6]=[CH:5][C:4]([C:7]2[CH:15]=[CH:14][CH:13]=[CH:12][C:8]=2[C:9]([NH2:11])=O)=[CH:3][CH:2]=1.S(Cl)(Cl)=O. (3) The reactants are: C(=O)([O-])[O-].[Cs+].[Cs+].[OH:7][C:8]1[CH:15]=[C:14]([O:16][CH2:17][C:18]2[C:19]([CH3:30])=[C:20]([C:24]3[CH:29]=[CH:28][CH:27]=[CH:26][CH:25]=3)[CH:21]=[CH:22][CH:23]=2)[CH:13]=[CH:12][C:9]=1[CH:10]=[O:11].Br[CH2:32][C:33]1[CH:34]=[C:35]([CH:38]=[CH:39][CH:40]=1)[C:36]#[N:37]. Given the product [CH:10]([C:9]1[CH:12]=[CH:13][C:14]([O:16][CH2:17][C:18]2[C:19]([CH3:30])=[C:20]([C:24]3[CH:29]=[CH:28][CH:27]=[CH:26][CH:25]=3)[CH:21]=[CH:22][CH:23]=2)=[CH:15][C:8]=1[O:7][CH2:32][C:33]1[CH:34]=[C:35]([CH:38]=[CH:39][CH:40]=1)[C:36]#[N:37])=[O:11], predict the reactants needed to synthesize it. (4) Given the product [O:15]=[C:11]1[NH:10][C:9]2[CH:8]=[CH:7][CH:6]=[C:5]([C:3]([OH:4])=[O:2])[C:14]=2[O:13][CH2:12]1, predict the reactants needed to synthesize it. The reactants are: C[O:2][C:3]([C:5]1[C:14]2[O:13][CH2:12][C:11](=[O:15])[NH:10][C:9]=2[CH:8]=[CH:7][CH:6]=1)=[O:4]. (5) Given the product [S:36]1[CH:37]=[C:33]([CH2:32][N:22]([C@@H:23]([CH3:31])[CH:24]([O:25][CH2:26][CH3:27])[O:28][CH2:29][CH3:30])[C:20](=[O:21])[C@@H:19]([NH:18][C:15](=[O:17])[CH2:14][N:12]([CH3:13])[NH:11][C:9]([NH:8][CH2:1][C:2]2[CH:3]=[CH:4][CH:5]=[CH:6][CH:7]=2)=[O:10])[CH2:42][C:43](=[O:44])[NH:45][C:46]([C:47]2[CH:48]=[CH:49][CH:50]=[CH:51][CH:52]=2)([C:59]2[CH:64]=[CH:63][CH:62]=[CH:61][CH:60]=2)[C:53]2[CH:54]=[CH:55][CH:56]=[CH:57][CH:58]=2)[C:34]2[CH:41]=[CH:40][CH:39]=[CH:38][C:35]1=2, predict the reactants needed to synthesize it. The reactants are: [CH2:1]([NH:8][C:9]([NH:11][N:12]([CH2:14][C:15]([OH:17])=O)[CH3:13])=[O:10])[C:2]1[CH:7]=[CH:6][CH:5]=[CH:4][CH:3]=1.[NH2:18][C@@H:19]([CH2:42][C:43]([NH:45][C:46]([C:59]1[CH:64]=[CH:63][CH:62]=[CH:61][CH:60]=1)([C:53]1[CH:58]=[CH:57][CH:56]=[CH:55][CH:54]=1)[C:47]1[CH:52]=[CH:51][CH:50]=[CH:49][CH:48]=1)=[O:44])[C:20]([N:22]([CH2:32][C:33]1[C:34]2[CH:41]=[CH:40][CH:39]=[CH:38][C:35]=2[S:36][CH:37]=1)[C@@H:23]([CH3:31])[CH:24]([O:28][CH2:29][CH3:30])[O:25][CH2:26][CH3:27])=[O:21]. (6) Given the product [F:1][C:2]1[CH:3]=[CH:4][C:5]([O:19][CH3:20])=[C:6]([C:8]([CH3:18])([CH3:17])[CH2:9][C:10]([OH:11])([C:13]([F:16])([F:15])[F:14])[CH2:12][N:21]2[C:30]3[C:25](=[CH:26][CH:27]=[CH:28][CH:29]=3)[C:24](=[O:31])[CH:23]=[N:22]2)[CH:7]=1, predict the reactants needed to synthesize it. The reactants are: [F:1][C:2]1[CH:3]=[CH:4][C:5]([O:19][CH3:20])=[C:6]([C:8]([CH3:18])([CH3:17])[CH2:9][C:10]2([C:13]([F:16])([F:15])[F:14])[CH2:12][O:11]2)[CH:7]=1.[N:21]1[C:30]2[C:25](=[CH:26][CH:27]=[CH:28][CH:29]=2)[C:24]([OH:31])=[CH:23][N:22]=1.[O-]CC.[Na+].